From a dataset of Blood-brain barrier permeability classification from the B3DB database. Regression/Classification. Given a drug SMILES string, predict its absorption, distribution, metabolism, or excretion properties. Task type varies by dataset: regression for continuous measurements (e.g., permeability, clearance, half-life) or binary classification for categorical outcomes (e.g., BBB penetration, CYP inhibition). Dataset: b3db_classification. (1) The drug is O=c1[nH]c2cc(Cl)ccc2n1C1CCN(CCCC(c2ccc(F)cc2)c2ccc(F)cc2)CC1. The result is 1 (penetrates BBB). (2) The molecule is O=C(O)c1cc(=O)c2cc(OCC(O)COc3cccc4oc(C(=O)O)cc(=O)c34)ccc2o1. The result is 0 (does not penetrate BBB).